Predict the reaction yield, written as a fraction of the theoretical maximum amount of product (1.0 means a 100% yield; for example, 0.34 means a 34% yield). From a dataset of Reaction yield outcomes from USPTO patents with 853,638 reactions. The reactants are [Br:1][C:2]1[CH:7]=[CH:6][CH:5]=[CH:4][C:3]=1Br.[Li]CCCC.Cl[SiH:15]([CH3:17])[CH3:16]. The catalyst is C1COCC1.CCCCCC. The product is [Br:1][C:2]1[CH:7]=[CH:6][CH:5]=[CH:4][C:3]=1[SiH:15]([CH3:17])[CH3:16]. The yield is 0.680.